This data is from NCI-60 drug combinations with 297,098 pairs across 59 cell lines. The task is: Regression. Given two drug SMILES strings and cell line genomic features, predict the synergy score measuring deviation from expected non-interaction effect. (1) Drug 1: CCCS(=O)(=O)NC1=C(C(=C(C=C1)F)C(=O)C2=CNC3=C2C=C(C=N3)C4=CC=C(C=C4)Cl)F. Drug 2: CC12CCC3C(C1CCC2O)C(CC4=C3C=CC(=C4)O)CCCCCCCCCS(=O)CCCC(C(F)(F)F)(F)F. Cell line: M14. Synergy scores: CSS=43.4, Synergy_ZIP=3.14, Synergy_Bliss=3.07, Synergy_Loewe=-4.02, Synergy_HSA=1.67. (2) Drug 1: CC1=CC2C(CCC3(C2CCC3(C(=O)C)OC(=O)C)C)C4(C1=CC(=O)CC4)C. Drug 2: C1=NC2=C(N=C(N=C2N1C3C(C(C(O3)CO)O)O)F)N. Cell line: MDA-MB-435. Synergy scores: CSS=0.544, Synergy_ZIP=1.38, Synergy_Bliss=0.869, Synergy_Loewe=-24.3, Synergy_HSA=-4.04. (3) Drug 1: CN(CC1=CN=C2C(=N1)C(=NC(=N2)N)N)C3=CC=C(C=C3)C(=O)NC(CCC(=O)O)C(=O)O. Drug 2: CN(CCCl)CCCl.Cl. Cell line: SN12C. Synergy scores: CSS=24.3, Synergy_ZIP=-8.20, Synergy_Bliss=-1.31, Synergy_Loewe=-8.50, Synergy_HSA=-6.34. (4) Drug 2: C1=NC2=C(N1)C(=S)N=CN2. Drug 1: CC1=C2C(C(=O)C3(C(CC4C(C3C(C(C2(C)C)(CC1OC(=O)C(C(C5=CC=CC=C5)NC(=O)OC(C)(C)C)O)O)OC(=O)C6=CC=CC=C6)(CO4)OC(=O)C)O)C)O. Cell line: NCIH23. Synergy scores: CSS=63.9, Synergy_ZIP=4.57, Synergy_Bliss=3.77, Synergy_Loewe=-23.9, Synergy_HSA=-1.25.